Dataset: Reaction yield outcomes from USPTO patents with 853,638 reactions. Task: Predict the reaction yield, written as a fraction of the theoretical maximum amount of product (1.0 means a 100% yield; for example, 0.34 means a 34% yield). (1) The reactants are [CH3:1][O:2][C:3]1[CH:4]=[C:5]([C:12]2[CH:17]=[CH:16][N:15]=[CH:14][CH:13]=2)[CH:6]=[CH:7][C:8]=1[N+:9]([O-:11])=[O:10].[Br:18][CH2:19][CH2:20][F:21]. The catalyst is CC(=O)C(C)(C)C. The product is [Br-:18].[F:21][CH2:20][CH2:19][N+:15]1[CH:16]=[CH:17][C:12]([C:5]2[CH:6]=[CH:7][C:8]([N+:9]([O-:11])=[O:10])=[C:3]([O:2][CH3:1])[CH:4]=2)=[CH:13][CH:14]=1. The yield is 0.560. (2) The reactants are [Cl:1][C:2]1[N:10]=[C:9]2[C:5]([NH:6][CH:7]=[N:8]2)=[C:4]([Cl:11])[N:3]=1.[CH3:12][CH:13](O)[CH2:14][CH3:15].C1(P(C2C=CC=CC=2)C2C=CC=CC=2)C=CC=CC=1. The catalyst is O1CCCC1. The product is [CH:13]([N:8]1[CH:7]=[N:6][C:5]2[C:9]1=[N:10][C:2]([Cl:1])=[N:3][C:4]=2[Cl:11])([CH2:14][CH3:15])[CH3:12]. The yield is 0.500. (3) The reactants are [NH:1]1[C:5]2[CH:6]=[CH:7][C:8]([C:10]([OH:12])=O)=[CH:9][C:4]=2[N:3]=[CH:2]1.[CH2:13]1[C@@H:22]2[C@H:17]([CH2:18][CH2:19][C:20]3[CH:26]=[CH:25][CH:24]=[CH:23][C:21]=32)[NH:16][CH2:15][CH2:14]1.C(Cl)Cl.CO. The catalyst is O. The product is [NH:1]1[C:5]2[CH:6]=[CH:7][C:8]([C:10]([N:16]3[C@@H:17]4[C@H:22]([C:21]5[CH:23]=[CH:24][CH:25]=[CH:26][C:20]=5[CH2:19][CH2:18]4)[CH2:13][CH2:14][CH2:15]3)=[O:12])=[CH:9][C:4]=2[N:3]=[CH:2]1. The yield is 0.310. (4) The reactants are Br[C:2]1[C:7]([NH2:8])=[CH:6][CH:5]=[C:4]([CH3:9])[N:3]=1.[Cl:10][C:11]1[CH:12]=[N:13][CH:14]=[C:15]([C:17]#[CH:18])[CH:16]=1. The catalyst is C(N(CC)CC)C.Cl[Pd](Cl)([P](C1C=CC=CC=1)(C1C=CC=CC=1)C1C=CC=CC=1)[P](C1C=CC=CC=1)(C1C=CC=CC=1)C1C=CC=CC=1. The product is [Cl:10][C:11]1[CH:16]=[C:15]([C:17]#[C:18][C:2]2[C:7]([NH2:8])=[CH:6][CH:5]=[C:4]([CH3:9])[N:3]=2)[CH:14]=[N:13][CH:12]=1. The yield is 0.720. (5) The reactants are [CH3:1][O:2][C:3]1[CH:22]=[CH:21][C:6]([CH2:7][NH:8][S:9]([C:12]2[CH:20]=[CH:19][C:15]([C:16]([OH:18])=[O:17])=[CH:14][CH:13]=2)(=[O:11])=[O:10])=[CH:5][CH:4]=1.[CH2:23](Br)[C:24]1[CH:29]=[CH:28][CH:27]=[CH:26][CH:25]=1.C(=O)([O-])[O-].[Cs+].[Cs+]. The catalyst is CN(C=O)C.O. The product is [CH2:23]([N:8]([CH2:7][C:6]1[CH:5]=[CH:4][C:3]([O:2][CH3:1])=[CH:22][CH:21]=1)[S:9]([C:12]1[CH:20]=[CH:19][C:15]([C:16]([O:18][CH2:7][C:6]2[CH:21]=[CH:22][CH:3]=[CH:4][CH:5]=2)=[O:17])=[CH:14][CH:13]=1)(=[O:11])=[O:10])[C:24]1[CH:29]=[CH:28][CH:27]=[CH:26][CH:25]=1. The yield is 0.730. (6) The reactants are [C:14]1(P([C:14]2[CH:19]=[CH:18][CH:17]=[CH:16][CH:15]=2)[C:14]2[CH:19]=[CH:18][CH:17]=[CH:16][CH:15]=2)[CH:19]=[CH:18][CH:17]=[CH:16][CH:15]=1.N(C(O[CH:31]([CH3:33])[CH3:32])=O)=NC(OC(C)C)=O.[C:34]([OH:37])(=[S:36])[CH3:35].[CH3:38][CH2:39][CH2:40][CH2:41][CH2:42][CH2:43]C. The catalyst is O1CCCC1. The product is [C:34](=[O:37])([S:36][CH2:38][CH2:39]/[CH:40]=[CH:41]\[CH2:42]/[CH:43]=[CH:33]\[CH2:31]/[CH:32]=[CH:15]\[CH2:16]/[CH:17]=[CH:18]\[CH2:19][CH3:14])[CH3:35]. The yield is 0.620. (7) The reactants are [OH-].[Na+].[F:3][CH2:4][C:5]1[O:9][N:8]=[C:7]([C:10]([O:12]CC)=[O:11])[CH:6]=1. The catalyst is C(O)C. The product is [F:3][CH2:4][C:5]1[O:9][N:8]=[C:7]([C:10]([OH:12])=[O:11])[CH:6]=1. The yield is 0.630.